This data is from NCI-60 drug combinations with 297,098 pairs across 59 cell lines. The task is: Regression. Given two drug SMILES strings and cell line genomic features, predict the synergy score measuring deviation from expected non-interaction effect. (1) Drug 2: CN1C2=C(C=C(C=C2)N(CCCl)CCCl)N=C1CCCC(=O)O.Cl. Synergy scores: CSS=3.94, Synergy_ZIP=-1.93, Synergy_Bliss=2.10, Synergy_Loewe=-5.00, Synergy_HSA=-0.540. Drug 1: C1CC(C1)(C(=O)O)C(=O)O.[NH2-].[NH2-].[Pt+2]. Cell line: 786-0. (2) Drug 1: COC1=C(C=C2C(=C1)N=CN=C2NC3=CC(=C(C=C3)F)Cl)OCCCN4CCOCC4. Drug 2: CC1C(C(CC(O1)OC2CC(CC3=C2C(=C4C(=C3O)C(=O)C5=C(C4=O)C(=CC=C5)OC)O)(C(=O)C)O)N)O.Cl. Cell line: DU-145. Synergy scores: CSS=37.3, Synergy_ZIP=0.623, Synergy_Bliss=-0.221, Synergy_Loewe=2.23, Synergy_HSA=3.21. (3) Drug 1: C1CC(=O)NC(=O)C1N2CC3=C(C2=O)C=CC=C3N. Drug 2: CN(CC1=CN=C2C(=N1)C(=NC(=N2)N)N)C3=CC=C(C=C3)C(=O)NC(CCC(=O)O)C(=O)O. Cell line: K-562. Synergy scores: CSS=51.5, Synergy_ZIP=3.50, Synergy_Bliss=0.833, Synergy_Loewe=-14.6, Synergy_HSA=3.18. (4) Drug 1: CN1CCC(CC1)COC2=C(C=C3C(=C2)N=CN=C3NC4=C(C=C(C=C4)Br)F)OC. Drug 2: C1=NC2=C(N=C(N=C2N1C3C(C(C(O3)CO)O)O)F)N. Cell line: HOP-62. Synergy scores: CSS=15.5, Synergy_ZIP=-6.55, Synergy_Bliss=-6.95, Synergy_Loewe=-7.56, Synergy_HSA=-7.12.